This data is from Forward reaction prediction with 1.9M reactions from USPTO patents (1976-2016). The task is: Predict the product of the given reaction. (1) The product is: [CH3:1][C:2]1[CH:7]([C:8]([O:10][CH2:11][CH3:12])=[O:9])[C:3]=1[CH3:4].[N+:5](=[CH:7][C:8]([O:10][CH2:3][CH3:4])=[O:9])=[N-:6]. Given the reactants [CH3:1][C:2]#[C:3][CH3:4].[N+:5](=[CH:7][C:8]([O:10][CH2:11][CH3:12])=[O:9])=[N-:6], predict the reaction product. (2) Given the reactants [N:1]1([CH2:7][CH2:8][NH:9][S:10]([C:13]2[CH:18]=[CH:17][CH:16]=[C:15]([O:19][C:20]3[CH:25]=[C:24]([NH:26][C:27]4[CH:32]=[CH:31][CH:30]=[CH:29][CH:28]=4)[C:23]([N+:33]([O-])=O)=[CH:22][N:21]=3)[CH:14]=2)(=[O:12])=[O:11])[CH2:6][CH2:5][O:4][CH2:3][CH2:2]1.[H][H], predict the reaction product. The product is: [NH2:33][C:23]1[C:24]([NH:26][C:27]2[CH:32]=[CH:31][CH:30]=[CH:29][CH:28]=2)=[CH:25][C:20]([O:19][C:15]2[CH:14]=[C:13]([S:10]([NH:9][CH2:8][CH2:7][N:1]3[CH2:2][CH2:3][O:4][CH2:5][CH2:6]3)(=[O:11])=[O:12])[CH:18]=[CH:17][CH:16]=2)=[N:21][CH:22]=1.